From a dataset of Reaction yield outcomes from USPTO patents with 853,638 reactions. Predict the reaction yield, written as a fraction of the theoretical maximum amount of product (1.0 means a 100% yield; for example, 0.34 means a 34% yield). The reactants are C([O:8][C:9]1[CH:10]=[C:11]([C:23]2([C:26]#[N:27])[CH2:25][CH2:24]2)[CH:12]=[CH:13][C:14]=1[O:15]CC1C=CC=CC=1)C1C=CC=CC=1. The catalyst is CO.[Pd]. The product is [OH:8][C:9]1[CH:10]=[C:11]([C:23]2([C:26]#[N:27])[CH2:24][CH2:25]2)[CH:12]=[CH:13][C:14]=1[OH:15]. The yield is 0.920.